This data is from Reaction yield outcomes from USPTO patents with 853,638 reactions. The task is: Predict the reaction yield, written as a fraction of the theoretical maximum amount of product (1.0 means a 100% yield; for example, 0.34 means a 34% yield). (1) The reactants are [CH3:1][C:2]1[CH:9]=[CH:8][C:5]([C:6]#[N:7])=[C:4]([N+]([O-])=O)[CH:3]=1.[OH:13][C:14]1[CH:15]=[C:16]([CH:19]=[CH:20][CH:21]=1)[CH:17]=[O:18].C(=O)([O-])[O-].[Cs+].[Cs+].O. The catalyst is CN(C=O)C. The product is [CH:17]([C:16]1[CH:15]=[C:14]([CH:21]=[CH:20][CH:19]=1)[O:13][C:4]1[CH:3]=[C:2]([CH3:1])[CH:9]=[CH:8][C:5]=1[C:6]#[N:7])=[O:18]. The yield is 0.360. (2) The reactants are [NH2:1][C:2]1[CH:7]=[CH:6][C:5]([C:8]([CH3:24])([CH3:23])[CH2:9][NH:10][C:11]([C:13]2[C:21]3[C:16](=[CH:17][CH:18]=[CH:19][CH:20]=3)[N:15]([CH3:22])[N:14]=2)=[O:12])=[C:4]([Cl:25])[CH:3]=1.[CH3:26][O:27][C:28]1[CH:29]=[C:30]([CH:34]=[CH:35][C:36]=1[O:37][CH3:38])[C:31](Cl)=[O:32].C(N(CC)CC)C. The catalyst is C(Cl)Cl. The product is [Cl:25][C:4]1[CH:3]=[C:2]([NH:1][C:31](=[O:32])[C:30]2[CH:34]=[CH:35][C:36]([O:37][CH3:38])=[C:28]([O:27][CH3:26])[CH:29]=2)[CH:7]=[CH:6][C:5]=1[C:8]([CH3:23])([CH3:24])[CH2:9][NH:10][C:11]([C:13]1[C:21]2[C:16](=[CH:17][CH:18]=[CH:19][CH:20]=2)[N:15]([CH3:22])[N:14]=1)=[O:12]. The yield is 0.220. (3) The reactants are [C:1]12([CH2:11][CH2:12][O:13][CH2:14][CH2:15][O:16][CH2:17][CH2:18][OH:19])[CH2:10][CH:5]3[CH2:6][CH:7]([CH2:9][CH:3]([CH2:4]3)[CH2:2]1)[CH2:8]2.[CH3:20][S:21](Cl)(=[O:23])=[O:22].CCN(CC)CC.CCOC(C)=O. The catalyst is Cl. The product is [CH3:20][S:21]([O:19][CH2:18][CH2:17][O:16][CH2:15][CH2:14][O:13][CH2:12][CH2:11][C:1]12[CH2:10][CH:5]3[CH2:4][CH:3]([CH2:9][CH:7]([CH2:6]3)[CH2:8]1)[CH2:2]2)(=[O:23])=[O:22]. The yield is 0.750. (4) The reactants are N1C=CN=C1.[Cl:6][C:7]1[CH:12]=[C:11]([Cl:13])[CH:10]=[CH:9][C:8]=1[C:14]1[N:15]=[C:16]([C@@H:19]([NH:28][C:29]([CH:31]2[CH2:36][CH2:35][CH:34]([C:37]([CH3:40])([CH3:39])[CH3:38])[CH2:33][CH2:32]2)=[O:30])[CH2:20][C:21]2[CH:26]=[CH:25][C:24]([OH:27])=[CH:23][CH:22]=2)[NH:17][CH:18]=1.C[O:42][C:43](=[O:52])[C:44]1[CH:49]=[CH:48][C:47]([CH2:50]Br)=[CH:46][CH:45]=1. No catalyst specified. The product is [C:37]([CH:34]1[CH2:33][CH2:32][CH:31]([C:29]([NH:28][C@H:19]([C:16]2[NH:17][CH:18]=[C:14]([C:8]3[CH:9]=[CH:10][C:11]([Cl:13])=[CH:12][C:7]=3[Cl:6])[N:15]=2)[CH2:20][C:21]2[CH:26]=[CH:25][C:24]([O:27][CH2:50][C:47]3[CH:48]=[CH:49][C:44]([C:43]([OH:52])=[O:42])=[CH:45][CH:46]=3)=[CH:23][CH:22]=2)=[O:30])[CH2:36][CH2:35]1)([CH3:40])([CH3:39])[CH3:38]. The yield is 0.500. (5) The reactants are [CH3:1][C:2]1[NH:10][C:9]2[CH2:8][CH2:7][NH:6][C:5](=[O:11])[C:4]=2[C:3]=1[CH2:12][C:13]1[CH:18]=[CH:17][CH:16]=[CH:15][C:14]=1[S:19]([N:22]1[CH2:26][CH2:25][CH2:24][CH2:23]1)(=[O:21])=[O:20].C(=O)([O-])[O-].[K+].[K+].Br[CH2:34][C:35]([O:37][CH2:38][CH3:39])=[O:36]. The catalyst is C(#N)C.C(Cl)Cl. The product is [CH3:1][C:2]1[N:10]([CH2:34][C:35]([O:37][CH2:38][CH3:39])=[O:36])[C:9]2[CH2:8][CH2:7][NH:6][C:5](=[O:11])[C:4]=2[C:3]=1[CH2:12][C:13]1[CH:18]=[CH:17][CH:16]=[CH:15][C:14]=1[S:19]([N:22]1[CH2:26][CH2:25][CH2:24][CH2:23]1)(=[O:21])=[O:20]. The yield is 0.450. (6) The reactants are [OH:1][C:2]1[CH:11]=[CH:10][CH:9]=[C:8]2[C:3]=1[CH2:4][CH2:5][C@H:6]([CH3:15])[N:7]2[C:12](=[O:14])[CH3:13].[Br:16]N1C(=O)CCC1=O. The catalyst is C(#N)C. The product is [Br:16][C:11]1[C:2]([OH:1])=[C:3]2[C:8](=[CH:9][CH:10]=1)[N:7]([C:12](=[O:14])[CH3:13])[C@@H:6]([CH3:15])[CH2:5][CH2:4]2. The yield is 0.820. (7) The reactants are [F:1][C:2]1[C:3]([NH:9][C:10]([NH:12][CH2:13][C:14]2[CH:19]=[CH:18][CH:17]=[CH:16][C:15]=2[O:20][CH3:21])=[O:11])=[N:4][C:5](=[O:8])[NH:6][CH:7]=1.[CH2:22]([N:24]=[C:25]=[O:26])[CH3:23]. The catalyst is C1COCC1. The product is [CH2:22]([NH:24][C:25]([N:6]1[CH:7]=[C:2]([F:1])[C:3]([NH:9][C:10]([NH:12][CH2:13][C:14]2[CH:19]=[CH:18][CH:17]=[CH:16][C:15]=2[O:20][CH3:21])=[O:11])=[N:4][C:5]1=[O:8])=[O:26])[CH3:23]. The yield is 0.480.